Dataset: Catalyst prediction with 721,799 reactions and 888 catalyst types from USPTO. Task: Predict which catalyst facilitates the given reaction. (1) Reactant: C(O[BH-](O[C:11](=[O:13])[CH3:12])OC(=O)C)(=O)C.[Na+].[F:15][C:16]([F:30])([F:29])[C:17]1[CH:18]=[C:19]([CH:22]=[C:23]([C:25]([F:28])([F:27])[F:26])[CH:24]=1)[CH:20]=O.C(O)(=O)C.[CH:35]([O:38][C:39]([N:41]1[C:50]2[C:45](=[N:46][C:47]([O:51][CH3:52])=[CH:48][CH:49]=2)[C@H:44]([NH2:53])[CH2:43][C@@H:42]1[CH2:54][CH3:55])=[O:40])([CH3:37])[CH3:36].[Cl-].[NH4+]. Product: [CH:35]([O:38][C:39]([N:41]1[C:50]2[C:45](=[N:46][C:47]([O:51][CH3:52])=[CH:48][CH:49]=2)[C@H:44]([N:53]([C:11](=[O:13])[CH3:12])[CH2:20][C:19]2[CH:18]=[C:17]([C:16]([F:30])([F:29])[F:15])[CH:24]=[C:23]([C:25]([F:28])([F:27])[F:26])[CH:22]=2)[CH2:43][C@@H:42]1[CH2:54][CH3:55])=[O:40])([CH3:37])[CH3:36]. The catalyst class is: 68. (2) Reactant: Br[C:2]1[CH:7]=[CH:6][CH:5]=[CH:4][C:3]=1[CH2:8][CH2:9][C:10]([N:12]([CH:22]([CH3:24])[CH3:23])[NH:13][C:14](=[O:21])[C:15]1[CH:20]=[CH:19][CH:18]=[CH:17][CH:16]=1)=[O:11].C([O-])([O-])=O.[Na+].[Na+].[F:31][C:32]1[CH:37]=[CH:36][C:35](B(O)O)=[CH:34][CH:33]=1. Product: [F:31][C:32]1[CH:37]=[CH:36][C:35]([C:2]2[CH:7]=[CH:6][CH:5]=[CH:4][C:3]=2[CH2:8][CH2:9][C:10]([N:12]([CH:22]([CH3:24])[CH3:23])[NH:13][C:14](=[O:21])[C:15]2[CH:20]=[CH:19][CH:18]=[CH:17][CH:16]=2)=[O:11])=[CH:34][CH:33]=1. The catalyst class is: 57.